Dataset: Reaction yield outcomes from USPTO patents with 853,638 reactions. Task: Predict the reaction yield, written as a fraction of the theoretical maximum amount of product (1.0 means a 100% yield; for example, 0.34 means a 34% yield). (1) The reactants are [CH2:1]([C:5]1[CH:10]=[CH:9][C:8]([C:11]#[C:12][C:13]2[CH:41]=[CH:40][C:16]([CH2:17][N:18]([CH2:34][CH2:35][CH2:36][CH2:37][CH2:38][CH3:39])[C:19]([C:21]3[CH:33]=[CH:32][C:24]4[O:25]C(C)(C)[O:27][C:28](=[O:29])[C:23]=4[CH:22]=3)=[O:20])=[CH:15][CH:14]=2)=[CH:7][CH:6]=1)[CH2:2][CH2:3][CH3:4].[OH-].[Li+]. The catalyst is C1COCC1.O. The product is [CH2:1]([C:5]1[CH:10]=[CH:9][C:8]([C:11]#[C:12][C:13]2[CH:41]=[CH:40][C:16]([CH2:17][N:18]([CH2:34][CH2:35][CH2:36][CH2:37][CH2:38][CH3:39])[C:19]([C:21]3[CH:33]=[CH:32][C:24]([OH:25])=[C:23]([CH:22]=3)[C:28]([OH:29])=[O:27])=[O:20])=[CH:15][CH:14]=2)=[CH:7][CH:6]=1)[CH2:2][CH2:3][CH3:4]. The yield is 0.910. (2) The reactants are [CH3:1][S:2][CH2:3][CH2:4][O:5][CH:6]([CH3:10])[C:7]([OH:9])=[O:8].[C:11](Cl)(=O)C(Cl)=O. The catalyst is CO. The product is [CH3:1][S:2][CH2:3][CH2:4][O:5][CH:6]([CH3:10])[C:7]([O:9][CH3:11])=[O:8]. The yield is 0.960. (3) The reactants are C(N(CC)CC)C.[Br:8][C:9]1[C:10]([CH3:18])=[N:11][C:12]([CH3:17])=[C:13]([Br:16])[C:14]=1O.P(Cl)(Cl)([Cl:21])=O. The catalyst is C(Cl)(Cl)Cl. The product is [Br:8][C:9]1[C:10]([CH3:18])=[N:11][C:12]([CH3:17])=[C:13]([Br:16])[C:14]=1[Cl:21]. The yield is 0.851. (4) The reactants are [CH:1]([C:3]1[CH:8]=[CH:7][C:6](B(O)O)=[CH:5][CH:4]=1)=[CH2:2].[OH:12][N:13]1[C:21](=[O:22])[C:20]2[C:15](=[CH:16][CH:17]=[CH:18][CH:19]=2)[C:14]1=[O:23].N1C=CC=CC=1. The catalyst is ClCCCl.O.Cl[Cu]. The product is [CH:1]([C:3]1[CH:8]=[CH:7][C:6]([O:12][N:13]2[C:21](=[O:22])[C:20]3[C:15](=[CH:16][CH:17]=[CH:18][CH:19]=3)[C:14]2=[O:23])=[CH:5][CH:4]=1)=[CH2:2]. The yield is 0.630. (5) The yield is 0.500. The product is [C:3]1([C@@H:9]2[O:14][C@@H:13]([CH2:15][O:16][CH2:32][CH2:31][CH2:30][CH2:29][CH2:28][CH2:27][CH2:26][CH2:25][CH2:24][CH2:23][CH2:22][CH2:21][CH2:20][CH2:19][CH2:18][CH3:17])[CH2:12][CH2:11][O:10]2)[CH:4]=[CH:5][CH:6]=[CH:7][CH:8]=1. The catalyst is C1COCC1.[I-].C([N+](CCCC)(CCCC)CCCC)CCC. The reactants are [H-].[Na+].[C:3]1([C@@H:9]2[O:14][C@@H:13]([CH2:15][OH:16])[CH2:12][CH2:11][O:10]2)[CH:8]=[CH:7][CH:6]=[CH:5][CH:4]=1.[CH2:17](Br)[CH2:18][CH2:19][CH2:20][CH2:21][CH2:22][CH2:23][CH2:24][CH2:25][CH2:26][CH2:27][CH2:28][CH2:29][CH2:30][CH2:31][CH3:32]. (6) The reactants are [CH2:1]([O:5][C:6]1[CH:11]=[CH:10][C:9]([CH2:12][CH2:13][C:14](OCC)=[O:15])=[C:8]([O:19][C:20]2[C:25]([Cl:26])=[CH:24][C:23]([C:27]([F:30])([F:29])[F:28])=[CH:22][N:21]=2)[CH:7]=1)[CH2:2][CH2:3][CH3:4].[H-].C([Al+]CC(C)C)C(C)C.CO.O. The catalyst is C(OCC)C.C1(C)C=CC=CC=1. The product is [CH2:1]([O:5][C:6]1[CH:11]=[CH:10][C:9]([CH2:12][CH2:13][CH2:14][OH:15])=[C:8]([O:19][C:20]2[C:25]([Cl:26])=[CH:24][C:23]([C:27]([F:30])([F:29])[F:28])=[CH:22][N:21]=2)[CH:7]=1)[CH2:2][CH2:3][CH3:4]. The yield is 0.690. (7) The reactants are [O:1]=[C:2]([CH3:8])[CH2:3][C:4]([O:6][CH3:7])=[O:5].C(N(CC)CC)C.[F:16][C:17]1[CH:26]=[CH:25][C:20]([C:21](=[N:23]O)Cl)=[CH:19][CH:18]=1. The catalyst is CCO. The product is [CH3:7][O:6][C:4]([C:3]1[C:21]([C:20]2[CH:25]=[CH:26][C:17]([F:16])=[CH:18][CH:19]=2)=[N:23][O:1][C:2]=1[CH3:8])=[O:5]. The yield is 0.195.